This data is from Cav3 T-type calcium channel HTS with 100,875 compounds. The task is: Binary Classification. Given a drug SMILES string, predict its activity (active/inactive) in a high-throughput screening assay against a specified biological target. (1) The compound is O(C(=O)N1CCC(NC(=O)c2c3n(nc2)cccn3)CC1)CC. The result is 0 (inactive). (2) The molecule is O(c1c(CNn2nnnc2N)cccc1)CC. The result is 0 (inactive). (3) The molecule is S(=O)(=O)(N1CCOCC1)c1cc(C(=O)Nc2c(C(=O)N3CCCCC3)cccc2)ccc1. The result is 0 (inactive).